This data is from Full USPTO retrosynthesis dataset with 1.9M reactions from patents (1976-2016). The task is: Predict the reactants needed to synthesize the given product. (1) Given the product [Cl:22][C:21]1[C:16]([NH:14][C:4]2[CH:3]=[C:2]([I:1])[CH:7]=[CH:6][C:5]=2[N:8]([CH2:10][CH2:11][O:12][CH3:13])[CH3:9])=[N:17][C:18]([NH2:23])=[N:19][CH:20]=1, predict the reactants needed to synthesize it. The reactants are: [I:1][C:2]1[CH:3]=[C:4]([NH2:14])[C:5]([N:8]([CH2:10][CH2:11][O:12][CH3:13])[CH3:9])=[CH:6][CH:7]=1.Cl[C:16]1[C:21]([Cl:22])=[CH:20][N:19]=[C:18]([NH2:23])[N:17]=1.Cl.[OH-].[Na+]. (2) Given the product [Cl-:28].[OH:1][CH:2]([C:17]1[CH:26]=[CH:25][C:20]2[C:21](=[O:24])[O:22][CH2:23][C:19]=2[C:18]=1[CH3:27])[CH2:3][CH:4]1[CH2:5][CH2:6][NH2+:7][CH2:8][CH2:9]1, predict the reactants needed to synthesize it. The reactants are: [OH:1][CH:2]([C:17]1[CH:26]=[CH:25][C:20]2[C:21](=[O:24])[O:22][CH2:23][C:19]=2[C:18]=1[CH3:27])[CH2:3][CH:4]1[CH2:9][CH2:8][N:7](C(OC(C)(C)C)=O)[CH2:6][CH2:5]1.[ClH:28]. (3) Given the product [C:1]([N:3]=[C:4]([N:16]1[CH2:21][CH2:20][N:19]([C:22]2[S:23][C:24]([C:27]([OH:29])=[O:28])=[CH:25][N:26]=2)[CH2:18][CH:17]1[CH:32]([CH3:34])[CH3:33])[NH:5][C:6]1[CH:15]=[CH:14][CH:13]=[C:12]2[C:7]=1[CH:8]=[CH:9][CH:10]=[N:11]2)#[N:2], predict the reactants needed to synthesize it. The reactants are: [C:1]([N:3]=[C:4]([N:16]1[CH2:21][CH2:20][N:19]([C:22]2[S:23][C:24]([C:27]([O:29]CC)=[O:28])=[CH:25][N:26]=2)[CH2:18][CH:17]1[CH:32]([CH3:34])[CH3:33])[NH:5][C:6]1[CH:15]=[CH:14][CH:13]=[C:12]2[C:7]=1[CH:8]=[CH:9][CH:10]=[N:11]2)#[N:2].[OH-].[Na+].Cl. (4) Given the product [Br:1][C:2]1[CH:7]=[CH:6][C:5]([C:8]2[N:21]=[C:22]([C:23]([CH3:26])([CH3:25])[CH3:24])[S:37][C:9]=2[C@@H:11]2[CH2:16][CH2:15][CH2:14][CH2:13][C@H:12]2[C:17]([O:19][CH3:20])=[O:18])=[CH:4][CH:3]=1, predict the reactants needed to synthesize it. The reactants are: [Br:1][C:2]1[CH:7]=[CH:6][C:5]([CH:8]([NH:21][C:22](=O)[C:23]([CH3:26])([CH3:25])[CH3:24])[C:9]([C@@H:11]2[CH2:16][CH2:15][CH2:14][CH2:13][C@H:12]2[C:17]([O:19][CH3:20])=[O:18])=O)=[CH:4][CH:3]=1.COC1C=CC(P2(SP(C3C=CC(OC)=CC=3)(=S)S2)=[S:37])=CC=1.